Task: Predict the product of the given reaction.. Dataset: Forward reaction prediction with 1.9M reactions from USPTO patents (1976-2016) Given the reactants N1([C:7](=O)[CH2:8][N:9]2[CH2:14][CH2:13][NH:12][CH2:11][CH2:10]2)CCOCC1.CN(C)CCN1CCNCC1.N1CC[CH:30](N2CCCC2=O)[CH2:29][CH2:28]1, predict the reaction product. The product is: [CH:8]1([N:9]2[CH2:10][CH2:11][NH:12][CH2:13][CH2:14]2)[CH2:7][CH2:30][CH2:29][CH2:28]1.